Dataset: Full USPTO retrosynthesis dataset with 1.9M reactions from patents (1976-2016). Task: Predict the reactants needed to synthesize the given product. The reactants are: Cl[C:2]1[C:11]([C:12]([OH:14])=[O:13])=[CH:10][C:9]2[C:4](=[CH:5][CH:6]=[C:7]([Cl:15])[CH:8]=2)[N:3]=1.[NH2:16][CH:17]([CH:21]([C:25]1[CH:30]=[CH:29][CH:28]=[CH:27][CH:26]=1)[C:22]([OH:24])=[O:23])[C:18]([OH:20])=[O:19]. Given the product [C:12]([C:11]1[C:2]([NH:16][CH:17]([CH:21]([C:25]2[CH:30]=[CH:29][CH:28]=[CH:27][CH:26]=2)[C:22]([OH:24])=[O:23])[C:18]([OH:20])=[O:19])=[N:3][C:4]2[C:9]([CH:10]=1)=[CH:8][C:7]([Cl:15])=[CH:6][CH:5]=2)([OH:14])=[O:13], predict the reactants needed to synthesize it.